The task is: Regression. Given a peptide amino acid sequence and an MHC pseudo amino acid sequence, predict their binding affinity value. This is MHC class I binding data.. This data is from Peptide-MHC class I binding affinity with 185,985 pairs from IEDB/IMGT. (1) The peptide sequence is GIFKNNDVRT. The MHC is HLA-A02:01 with pseudo-sequence HLA-A02:01. The binding affinity (normalized) is 0.241. (2) The peptide sequence is FEFILRYGD. The MHC is HLA-A24:03 with pseudo-sequence HLA-A24:03. The binding affinity (normalized) is 0.0847. (3) The peptide sequence is QFKSVEFD. The MHC is H-2-Db with pseudo-sequence H-2-Db. The binding affinity (normalized) is 0.